Predict the product of the given reaction. From a dataset of Forward reaction prediction with 1.9M reactions from USPTO patents (1976-2016). (1) The product is: [Cl:1][C:2]1[CH:3]=[C:4]([C:9]2[C:19]([O:20][CH:21]([F:22])[F:23])=[CH:18][C:12]([C:13]([OH:15])=[O:14])=[C:11]([F:24])[CH:10]=2)[CH:5]=[N:6][C:7]=1[F:8]. Given the reactants [Cl:1][C:2]1[CH:3]=[C:4]([C:9]2[C:19]([O:20][CH:21]([F:23])[F:22])=[CH:18][C:12]([C:13]([O:15]CC)=[O:14])=[C:11]([F:24])[CH:10]=2)[CH:5]=[N:6][C:7]=1[F:8].O.O[Li].O, predict the reaction product. (2) Given the reactants [Cl:1][C:2]1[CH:3]=[C:4]([NH:9][C:10]2[N:15]=[C:14]([NH:16][CH2:17][CH2:18][CH2:19][O:20][CH3:21])[C:13]([C:22](=[S:24])[NH2:23])=[CH:12][N:11]=2)[CH:5]=[CH:6][C:7]=1[F:8].Br[CH2:26][C:27]([C:29]1[N:33]([CH3:34])[CH:32]=[N:31][CH:30]=1)=O.BrC(Br)C(C1N(C)C=NC=1)=O.CON(C)C(C1N(C)C=NC=1)=O, predict the reaction product. The product is: [Cl:1][C:2]1[CH:3]=[C:4]([NH:9][C:10]2[N:15]=[C:14]([NH:16][CH2:17][CH2:18][CH2:19][O:20][CH3:21])[C:13]([C:22]3[S:24][CH:26]=[C:27]([C:29]4[N:33]([CH3:34])[CH:32]=[N:31][CH:30]=4)[N:23]=3)=[CH:12][N:11]=2)[CH:5]=[CH:6][C:7]=1[F:8]. (3) Given the reactants [CH3:1][N:2]1[C:10]2[C:5](=[CH:6][CH:7]=[CH:8][C:9]=2[N+:11]([O-:13])=[O:12])[CH:4]=[CH:3]1.[F:14][C:15]1[CH:20]=[CH:19][C:18]([C:21](O)([CH2:24][CH3:25])[CH2:22][CH3:23])=[CH:17][CH:16]=1.FC(F)(F)C(O)=O.C(=O)(O)[O-].[Na+], predict the reaction product. The product is: [CH2:22]([C:21]([C:4]1[C:5]2[C:10](=[C:9]([N+:11]([O-:13])=[O:12])[CH:8]=[CH:7][CH:6]=2)[N:2]([CH3:1])[CH:3]=1)([C:18]1[CH:17]=[CH:16][C:15]([F:14])=[CH:20][CH:19]=1)[CH2:24][CH3:25])[CH3:23]. (4) Given the reactants [C:1]([O:5][C:6]([N:8]1[CH:12]2[CH2:13][CH2:14][CH:9]1[CH:10]([C:38]([OH:40])=O)[CH:11]2[NH:15][S:16]([C:19]1[CH:24]=[CH:23][C:22]([O:25][CH2:26][C:27]2[C:36]3[C:31](=[CH:32][CH:33]=[CH:34][CH:35]=3)[N:30]=[C:29]([CH3:37])[CH:28]=2)=[CH:21][CH:20]=1)(=[O:18])=[O:17])=[O:7])([CH3:4])([CH3:3])[CH3:2].[NH2:41][OH:42], predict the reaction product. The product is: [OH:42][NH:41][C:38]([CH:10]1[CH:11]([NH:15][S:16]([C:19]2[CH:20]=[CH:21][C:22]([O:25][CH2:26][C:27]3[C:36]4[C:31](=[CH:32][CH:33]=[CH:34][CH:35]=4)[N:30]=[C:29]([CH3:37])[CH:28]=3)=[CH:23][CH:24]=2)(=[O:18])=[O:17])[CH:12]2[N:8]([C:6]([O:5][C:1]([CH3:3])([CH3:2])[CH3:4])=[O:7])[CH:9]1[CH2:14][CH2:13]2)=[O:40]. (5) Given the reactants [CH3:1][C:2]1([CH3:23])[C:11]2[C:6](=[CH:7][CH:8]=[C:9]([C:12]([F:15])([F:14])[F:13])[CH:10]=2)[NH:5][CH:4]([C:16]2[CH:17]=[C:18]([NH2:22])[CH:19]=[CH:20][CH:21]=2)[CH2:3]1.N1C=CC=CC=1.[N:30]1[CH:35]=[CH:34][CH:33]=[C:32]([S:36](Cl)(=[O:38])=[O:37])[CH:31]=1.CC1(C)C2C(=CC=C(C)C=2)NC(C2C=C(N)C=CC=2)C1, predict the reaction product. The product is: [CH3:1][C:2]1([CH3:23])[C:11]2[C:6](=[CH:7][CH:8]=[C:9]([C:12]([F:15])([F:13])[F:14])[CH:10]=2)[NH:5][CH:4]([C:16]2[CH:17]=[C:18]([NH:22][S:36]([C:32]3[CH:31]=[N:30][CH:35]=[CH:34][CH:33]=3)(=[O:38])=[O:37])[CH:19]=[CH:20][CH:21]=2)[CH2:3]1. (6) Given the reactants [C:1]([C:3]1[CH:30]=[CH:29][C:6]([O:7][C:8]2[CH:16]=[CH:15][C:11]([C:12](O)=[O:13])=[C:10]([O:17][C:18]3[CH:23]=[CH:22][C:21]([O:24][C:25]([F:28])([F:27])[F:26])=[CH:20][CH:19]=3)[N:9]=2)=[CH:5][CH:4]=1)#[N:2].[C:31]([O:35][C:36](=[O:46])[NH:37][CH2:38][CH2:39][CH:40]1[CH2:45][CH2:44][NH:43][CH2:42][CH2:41]1)([CH3:34])([CH3:33])[CH3:32], predict the reaction product. The product is: [C:31]([O:35][C:36](=[O:46])[NH:37][CH2:38][CH2:39][CH:40]1[CH2:41][CH2:42][N:43]([C:12]([C:11]2[C:10]([O:17][C:18]3[CH:23]=[CH:22][C:21]([O:24][C:25]([F:26])([F:27])[F:28])=[CH:20][CH:19]=3)=[N:9][C:8]([O:7][C:6]3[CH:29]=[CH:30][C:3]([C:1]#[N:2])=[CH:4][CH:5]=3)=[CH:16][CH:15]=2)=[O:13])[CH2:44][CH2:45]1)([CH3:34])([CH3:32])[CH3:33]. (7) Given the reactants [O:1]=[C:2]1[CH2:10][C:9]2[C:4](=[CH:5][CH:6]=[C:7]([C:11]3[N:15]4[N:16]=[C:17]([C:20]5[CH:45]=[CH:44][C:23]([C:24]([N:26]6[CH2:43][CH2:42][C:29]7([N:34](C(OC(C)(C)C)=O)[CH2:33][CH2:32][CH2:31][CH2:30]7)[CH2:28][CH2:27]6)=[O:25])=[CH:22][CH:21]=5)[CH:18]=[CH:19][C:14]4=[N:13][CH:12]=3)[CH:8]=2)[NH:3]1.FC(F)(F)C(O)=O.C([O-])(O)=O.[Na+], predict the reaction product. The product is: [NH:34]1[C:29]2([CH2:28][CH2:27][N:26]([C:24]([C:23]3[CH:22]=[CH:21][C:20]([C:17]4[CH:18]=[CH:19][C:14]5[N:15]([C:11]([C:7]6[CH:8]=[C:9]7[C:4](=[CH:5][CH:6]=6)[NH:3][C:2](=[O:1])[CH2:10]7)=[CH:12][N:13]=5)[N:16]=4)=[CH:45][CH:44]=3)=[O:25])[CH2:43][CH2:42]2)[CH2:30][CH2:31][CH2:32][CH2:33]1. (8) The product is: [CH2:6]([S:7][C:8]1[C:17]([C:18]([NH:19][CH2:20][C:21]2[S:22][CH:23]=[CH:24][CH:25]=2)=[O:26])=[CH:16][C:15]2[C:10](=[CH:11][CH:12]=[C:13]([C:27]([F:30])([F:29])[F:28])[CH:14]=2)[N:9]=1)[CH2:5][CH2:4][CH2:33][CH3:34]. Given the reactants [Na].CO[C:4](=O)[CH2:5][CH2:6][S:7][C:8]1[C:17]([C:18](=[O:26])[NH:19][CH2:20][C:21]2[S:22][CH:23]=[CH:24][CH:25]=2)=[CH:16][C:15]2[C:10](=[CH:11][CH:12]=[C:13]([C:27]([F:30])([F:29])[F:28])[CH:14]=2)[N:9]=1.I[CH2:33][CH2:34]CCC, predict the reaction product.